This data is from Reaction yield outcomes from USPTO patents with 853,638 reactions. The task is: Predict the reaction yield, written as a fraction of the theoretical maximum amount of product (1.0 means a 100% yield; for example, 0.34 means a 34% yield). (1) The reactants are [CH2:1]([O:3][C:4]1[CH2:5][C:6]2[C:11]([CH2:12][CH:13]=1)=[CH:10][CH:9]=[CH:8][C:7]=2[N:14]=[C:15]=S)[CH3:2].[N:17]([CH2:20][C:21]([C:23]1[CH:28]=[CH:27][C:26]([C:29]([F:32])([F:31])[F:30])=[CH:25][CH:24]=1)=[O:22])=[N+]=[N-].C1(P(C2C=CC=CC=2)C2C=CC=CC=2)C=CC=CC=1. The catalyst is O1CCOCC1. The product is [CH2:1]([O:3][C:4]1[CH2:5][C:6]2[C:7]([NH:14][C:15]3[O:22][C:21]([C:23]4[CH:28]=[CH:27][C:26]([C:29]([F:30])([F:31])[F:32])=[CH:25][CH:24]=4)=[CH:20][N:17]=3)=[CH:8][CH:9]=[CH:10][C:11]=2[CH2:12][CH:13]=1)[CH3:2]. The yield is 0.220. (2) The product is [O:1]1[C:5]2[CH:6]=[CH:7][C:8]([C:10]3([C:13]([OH:15])=[O:14])[CH2:12][CH2:11]3)=[CH:9][C:4]=2[CH2:3][CH2:2]1. The reactants are [O:1]1[C:5]2[CH:6]=[CH:7][C:8]([C:10]3([C:13]([OH:15])=[O:14])[CH2:12][CH2:11]3)=[CH:9][C:4]=2[CH:3]=[CH:2]1. The yield is 0.470. The catalyst is CO.O=[Pt]=O.